From a dataset of Forward reaction prediction with 1.9M reactions from USPTO patents (1976-2016). Predict the product of the given reaction. (1) Given the reactants [N:1]([CH:4]1[CH2:12][C:11]2[C:6](=[CH:7][CH:8]=[CH:9][C:10]=2[F:13])[CH:5]1[OH:14])=[N+]=[N-].[CH3:15][C:16]([O:19][C:20](O[C:20]([O:19][C:16]([CH3:18])([CH3:17])[CH3:15])=[O:21])=[O:21])([CH3:18])[CH3:17], predict the reaction product. The product is: [F:13][C:10]1[CH:9]=[CH:8][CH:7]=[C:6]2[C:11]=1[CH2:12][CH:4]([NH:1][C:20](=[O:21])[O:19][C:16]([CH3:18])([CH3:17])[CH3:15])[CH:5]2[OH:14]. (2) The product is: [CH2:1]([O:8][C:9]1[CH:10]=[CH:11][CH:12]=[C:13]2[C:17]=1[NH:16][CH:15]=[C:14]2[CH2:18][C:19]([OH:24])=[O:21])[C:2]1[CH:7]=[CH:6][CH:5]=[CH:4][CH:3]=1. Given the reactants [CH2:1]([O:8][C:9]1[CH:10]=[CH:11][CH:12]=[C:13]2[C:17]=1[NH:16][CH:15]=[C:14]2[CH2:18][C:19]#N)[C:2]1[CH:7]=[CH:6][CH:5]=[CH:4][CH:3]=1.[OH-:21].[Na+].C[OH:24], predict the reaction product. (3) Given the reactants [C:1]([O:5][C:6]([NH:8][CH2:9][CH2:10][NH:11][C:12]([C:14]1[CH:15]=[C:16]2[C:20](=[CH:21][CH:22]=1)[NH:19][C:18]([C:23]([OH:25])=[O:24])=[CH:17]2)=[O:13])=[O:7])([CH3:4])([CH3:3])[CH3:2].CCN(C(C)C)C(C)C.FC(F)(F)C(O[C:40]1[C:45]([F:46])=[C:44]([F:47])[C:43]([F:48])=[C:42]([F:49])[C:41]=1[F:50])=O, predict the reaction product. The product is: [F:46][C:45]1[C:40]([O:24][C:23]([C:18]2[NH:19][C:20]3[C:16]([CH:17]=2)=[CH:15][C:14]([C:12](=[O:13])[NH:11][CH2:10][CH2:9][NH:8][C:6]([O:5][C:1]([CH3:4])([CH3:2])[CH3:3])=[O:7])=[CH:22][CH:21]=3)=[O:25])=[C:41]([F:50])[C:42]([F:49])=[C:43]([F:48])[C:44]=1[F:47]. (4) The product is: [CH:4]1([S:7]([NH:10][C:11](=[O:30])[CH:12]([CH2:20][C:21]2[CH:26]=[CH:25][C:24]([N+:27]([O-:29])=[O:28])=[CH:23][CH:22]=2)[C:13]([N:15]([CH2:18][CH3:19])[CH2:16][CH3:17])=[O:14])(=[O:9])=[O:8])[CH2:5][CH2:6][CH2:1][CH2:2][CH2:3]1. Given the reactants [C:1]1(C2C=CC=CC=2)[CH:6]=[CH:5][C:4]([S:7]([NH:10][C:11](=[O:30])[CH:12]([CH2:20][C:21]2[CH:26]=[CH:25][C:24]([N+:27]([O-:29])=[O:28])=[CH:23][CH:22]=2)[C:13]([N:15]([CH2:18][CH3:19])[CH2:16][CH3:17])=[O:14])(=[O:9])=[O:8])=[CH:3][CH:2]=1.C(Cl)(=O)C(Cl)=O.CN(C=O)C, predict the reaction product.